From a dataset of Full USPTO retrosynthesis dataset with 1.9M reactions from patents (1976-2016). Predict the reactants needed to synthesize the given product. (1) The reactants are: Cl[C:2]1[CH:7]=[C:6]([NH:8][C:9]2[CH:19]=[CH:18][CH:17]=[CH:16][C:10]=2[C:11]([NH:13][O:14][CH3:15])=[O:12])[C:5]([Cl:20])=[CH:4][N:3]=1.[CH3:21][C:22]1[CH:23]=[N:24][N:25]([CH:28]([CH3:30])[CH3:29])[C:26]=1[NH2:27].C(=O)([O-])[O-].[Cs+].[Cs+].C1C=CC(P(C2C(C3C(P(C4C=CC=CC=4)C4C=CC=CC=4)=CC=C4C=3C=CC=C4)=C3C(C=CC=C3)=CC=2)C2C=CC=CC=2)=CC=1. Given the product [Cl:20][C:5]1[C:6]([NH:8][C:9]2[CH:19]=[CH:18][CH:17]=[CH:16][C:10]=2[C:11]([NH:13][O:14][CH3:15])=[O:12])=[CH:7][C:2]([NH:27][C:26]2[N:25]([CH:28]([CH3:30])[CH3:29])[N:24]=[CH:23][C:22]=2[CH3:21])=[N:3][CH:4]=1, predict the reactants needed to synthesize it. (2) Given the product [NH2:11][C:12]([C:15]1[CH:19]=[C:18]([C:20]([O:22][CH3:23])=[O:21])[S:17][N:16]=1)([CH3:14])[CH3:13], predict the reactants needed to synthesize it. The reactants are: C(OC([NH:11][C:12]([C:15]1[CH:19]=[C:18]([C:20]([O:22][CH3:23])=[O:21])[S:17][N:16]=1)([CH3:14])[CH3:13])=O)C1C=CC=CC=1.C(O)(C(F)(F)F)=O. (3) Given the product [Cl:1][C:2]1[N:6]([CH3:7])[N:5]=[CH:4][C:3]=1/[CH:8]=[N:16]/[S@:14]([C:11]([CH3:13])([CH3:12])[CH3:10])=[O:15], predict the reactants needed to synthesize it. The reactants are: [Cl:1][C:2]1[N:6]([CH3:7])[N:5]=[CH:4][C:3]=1[CH:8]=O.[CH3:10][C:11]([S@@:14]([NH2:16])=[O:15])([CH3:13])[CH3:12].